This data is from Reaction yield outcomes from USPTO patents with 853,638 reactions. The task is: Predict the reaction yield, written as a fraction of the theoretical maximum amount of product (1.0 means a 100% yield; for example, 0.34 means a 34% yield). The reactants are [Br:1][C:2]1[CH:3]=[C:4](I)[C:5]([NH2:8])=[N:6][CH:7]=1.[O:10]1[CH:14]=[CH:13][C:12]([C:15]#[C:16][Si:17]([CH3:20])([CH3:19])[CH3:18])=[CH:11]1.[Li+].[Cl-].CC([O-])=O.[K+]. The catalyst is CN(C=O)C.CC([O-])=O.CC([O-])=O.[Pd+2]. The product is [Br:1][C:2]1[CH:3]=[C:4]2[C:15]([C:12]3[CH:13]=[CH:14][O:10][CH:11]=3)=[C:16]([Si:17]([CH3:18])([CH3:20])[CH3:19])[NH:8][C:5]2=[N:6][CH:7]=1. The yield is 0.220.